Dataset: Full USPTO retrosynthesis dataset with 1.9M reactions from patents (1976-2016). Task: Predict the reactants needed to synthesize the given product. (1) The reactants are: [Cl:1][C:2]1[CH:28]=[CH:27][CH:26]=[C:25]([Cl:29])[C:3]=1[C:4]([NH:6][C@H:7]([C:21]([O:23]C)=[O:22])[CH2:8][C:9]1[CH:14]=[CH:13][C:12]([CH:15]2[CH2:20][CH2:19][NH:18][CH2:17][CH2:16]2)=[CH:11][CH:10]=1)=[O:5].[CH2:30](Br)[C:31]1[CH:36]=[CH:35][CH:34]=[CH:33][CH:32]=1.C(=O)([O-])[O-]. Given the product [CH2:30]([N:18]1[CH2:17][CH2:16][CH:15]([C:12]2[CH:13]=[CH:14][C:9]([CH2:8][C@@H:7]([C:21]([OH:23])=[O:22])[NH:6][C:4](=[O:5])[C:3]3[C:2]([Cl:1])=[CH:28][CH:27]=[CH:26][C:25]=3[Cl:29])=[CH:10][CH:11]=2)[CH2:20][CH2:19]1)[C:31]1[CH:36]=[CH:35][CH:34]=[CH:33][CH:32]=1, predict the reactants needed to synthesize it. (2) Given the product [Br:42][C:9]1[NH:8][C:16]2[C:15](=[O:17])[N:14]([CH2:18][C:19]3[N:28]=[C:27]([CH3:29])[C:26]4[C:21](=[CH:22][CH:23]=[CH:24][CH:25]=4)[N:20]=3)[C:13]3=[N:30][CH2:31][CH2:32][N:12]3[C:11]=2[N:10]=1, predict the reactants needed to synthesize it. The reactants are: COC1C=CC(C[N:8]2[C:16]3[C:15](=[O:17])[N:14]([CH2:18][C:19]4[N:28]=[C:27]([CH3:29])[C:26]5[C:21](=[CH:22][CH:23]=[CH:24][CH:25]=5)[N:20]=4)[C:13]4=[N:30][CH2:31][CH2:32][N:12]4[C:11]=3[N:10]=[CH:9]2)=CC=1.C1C(=O)N([Br:42])C(=O)C1. (3) Given the product [CH2:16]([C:18]1([C:26]2[CH:27]=[C:28]([CH:29]=[CH:30][CH:31]=2)[O:32][C:2]2[CH:9]=[C:8]([CH2:10][N:11]3[CH:15]=[CH:14][N:13]=[CH:12]3)[CH:7]=[CH:6][C:3]=2[C:4]#[N:5])[CH2:24][CH2:23][CH2:22][CH2:21][NH:20][C:19]1=[O:25])[CH3:17], predict the reactants needed to synthesize it. The reactants are: F[C:2]1[CH:9]=[C:8]([CH2:10][N:11]2[CH:15]=[CH:14][N:13]=[CH:12]2)[CH:7]=[CH:6][C:3]=1[C:4]#[N:5].[CH2:16]([C:18]1([C:26]2[CH:31]=[CH:30][CH:29]=[C:28]([OH:32])[CH:27]=2)[CH2:24][CH2:23][CH2:22][CH2:21][NH:20][C:19]1=[O:25])[CH3:17].[F-].[K+].C1OCCOCCOCCOCCOCCOC1.